This data is from Full USPTO retrosynthesis dataset with 1.9M reactions from patents (1976-2016). The task is: Predict the reactants needed to synthesize the given product. (1) Given the product [ClH:31].[ClH:31].[F:1][C:2]1[CH:3]=[C:4]([S:9]([N:12]2[C:16]([C:17]3[CH:22]=[CH:21][CH:20]=[CH:19][N:18]=3)=[CH:15][C:14]([CH2:23][NH:28][CH3:27])=[CH:13]2)(=[O:11])=[O:10])[CH:5]=[CH:6][C:7]=1[F:8], predict the reactants needed to synthesize it. The reactants are: [F:1][C:2]1[CH:3]=[C:4]([S:9]([N:12]2[C:16]([C:17]3[CH:22]=[CH:21][CH:20]=[CH:19][N:18]=3)=[CH:15][C:14]([CH:23]=O)=[CH:13]2)(=[O:11])=[O:10])[CH:5]=[CH:6][C:7]=1[F:8].CO.[CH3:27][NH2:28].[BH4-].[Na+].[ClH:31].C(=O)([O-])O.[Na+]. (2) Given the product [CH3:9][C@@H:8]1[CH2:7][CH2:6][CH2:5][N:4]([C:10]([O:12][CH2:13][CH:14]=[CH2:15])=[O:11])[C@@H:3]1[CH2:2][NH:1][C:17]1[CH:22]=[CH:21][C:20]([C:23]([F:26])([F:25])[F:24])=[CH:19][N:18]=1, predict the reactants needed to synthesize it. The reactants are: [NH2:1][CH2:2][C@@H:3]1[C@H:8]([CH3:9])[CH2:7][CH2:6][CH2:5][N:4]1[C:10]([O:12][CH2:13][CH:14]=[CH2:15])=[O:11].Cl[C:17]1[CH:22]=[CH:21][C:20]([C:23]([F:26])([F:25])[F:24])=[CH:19][N:18]=1.C([O-])([O-])=O.[Cs+].[Cs+]. (3) Given the product [CH2:1]([N:5]1[C:9](=[O:10])[C:8]([NH:29][CH2:28][C:25]2[CH:26]=[CH:27][C:22]([O:21][CH3:20])=[CH:23][CH:24]=2)=[C:7]([C:12]2[CH:17]=[CH:16][CH:15]=[CH:14][CH:13]=2)[S:6]1(=[O:19])=[O:18])[CH2:2][CH2:3][CH3:4], predict the reactants needed to synthesize it. The reactants are: [CH2:1]([N:5]1[C:9](=[O:10])[C:8](Cl)=[C:7]([C:12]2[CH:17]=[CH:16][CH:15]=[CH:14][CH:13]=2)[S:6]1(=[O:19])=[O:18])[CH2:2][CH2:3][CH3:4].[CH3:20][O:21][C:22]1[CH:27]=[CH:26][C:25]([CH2:28][NH2:29])=[CH:24][CH:23]=1.